This data is from Reaction yield outcomes from USPTO patents with 853,638 reactions. The task is: Predict the reaction yield, written as a fraction of the theoretical maximum amount of product (1.0 means a 100% yield; for example, 0.34 means a 34% yield). (1) The reactants are [CH:1]1([CH2:7][N:8]2[C:15]([NH2:16])=[C:14]([NH2:17])[C:12](=[O:13])[N:11]([CH2:18][CH:19]3[CH2:24][CH2:23][CH2:22][CH2:21][CH2:20]3)[C:9]2=[O:10])[CH2:6][CH2:5][CH2:4][CH2:3][CH2:2]1.II.[O-]S([O-])(=S)=O.[Na+].[Na+].[CH2:34]([OH:36])[CH3:35]. No catalyst specified. The product is [CH:19]1([CH2:18][N:11]2[C:12](=[O:13])[C:14]3[N:17]=[C:7]([C:1]4[CH:6]=[CH:5][C:35]([CH:34]=[O:36])=[CH:3][CH:2]=4)[NH:16][C:15]=3[N:8]([CH2:7][CH:1]3[CH2:2][CH2:3][CH2:4][CH2:5][CH2:6]3)[C:9]2=[O:10])[CH2:24][CH2:23][CH2:22][CH2:21][CH2:20]1. The yield is 0.820. (2) The reactants are C[O:2][C:3]([C:5]1([C:18]2[CH:23]=[CH:22][C:21]([Cl:24])=[CH:20][CH:19]=2)[CH2:10][CH2:9][N:8]([C:11]([O:13][C:14]([CH3:17])([CH3:16])[CH3:15])=[O:12])[CH2:7][CH2:6]1)=O.[H-].[Al+3].[Li+].[H-].[H-].[H-].O. The catalyst is CCOCC. The product is [C:14]([O:13][C:11]([N:8]1[CH2:7][CH2:6][C:5]([C:18]2[CH:23]=[CH:22][C:21]([Cl:24])=[CH:20][CH:19]=2)([CH2:3][OH:2])[CH2:10][CH2:9]1)=[O:12])([CH3:17])([CH3:15])[CH3:16]. The yield is 0.460. (3) The product is [CH:5]1([C:14]([C:16]2[CH:25]=[CH:24][C:19]([C:20]([O:22][CH3:23])=[O:21])=[CH:18][CH:17]=2)=[O:15])[CH2:10][CH2:9][CH2:8][CH2:7][CH2:6]1. The reactants are [Mg].II.Br[CH:5]1[CH2:10][CH2:9][CH2:8][CH2:7][CH2:6]1.CON(C)[C:14]([C:16]1[CH:25]=[CH:24][C:19]([C:20]([O:22][CH3:23])=[O:21])=[CH:18][CH:17]=1)=[O:15]. The catalyst is O1CCCC1. The yield is 0.320. (4) The reactants are F[C:2]1[CH:9]=[CH:8][C:5]([CH:6]=[O:7])=[CH:4][C:3]=1[O:10][CH3:11].C(=O)([O-])[O-].[K+].[K+].[CH3:18][NH:19][CH3:20].C(O)C. The catalyst is CS(C)=O.O.C(OCC)(=O)C. The product is [CH3:18][N:19]([CH3:20])[C:2]1[CH:9]=[CH:8][C:5]([CH:6]=[O:7])=[CH:4][C:3]=1[O:10][CH3:11]. The yield is 0.980. (5) The reactants are [C:1]([N:20]1[CH:24]=[C:23]([CH:25]2[C:33](=[O:34])[C:32]3[C:27](=[CH:28][CH:29]=[CH:30][CH:31]=3)[C:26]2=[O:35])[N:22]=[CH:21]1)([C:14]1[CH:19]=[CH:18][CH:17]=[CH:16][CH:15]=1)([C:8]1[CH:13]=[CH:12][CH:11]=[CH:10][CH:9]=1)[C:2]1[CH:7]=[CH:6][CH:5]=[CH:4][CH:3]=1.[CH2:36](I)[CH3:37].C(=O)([O-])[O-].[K+].[K+]. The catalyst is CC(C)=O. The product is [CH2:36]([C:25]1([C:23]2[N:22]=[CH:21][N:20]([C:1]([C:14]3[CH:19]=[CH:18][CH:17]=[CH:16][CH:15]=3)([C:2]3[CH:7]=[CH:6][CH:5]=[CH:4][CH:3]=3)[C:8]3[CH:9]=[CH:10][CH:11]=[CH:12][CH:13]=3)[CH:24]=2)[C:26](=[O:35])[C:27]2[C:32](=[CH:31][CH:30]=[CH:29][CH:28]=2)[C:33]1=[O:34])[CH3:37]. The yield is 0.670. (6) The reactants are [I-:1].[Na+].CNC1CCCCC1NC.Br[C:14]1[CH:15]=[C:16]2[C:21](=[CH:22][CH:23]=1)[N:20]=[CH:19][CH:18]=[CH:17]2. The catalyst is O1CCOCC1.[Cu]I. The product is [I:1][C:14]1[CH:15]=[C:16]2[C:21](=[CH:22][CH:23]=1)[N:20]=[CH:19][CH:18]=[CH:17]2. The yield is 0.970. (7) The reactants are [C:1]([NH:8][C:9]1[CH:10]=[C:11]([CH:15]=[CH:16][CH:17]=1)[C:12]([OH:14])=O)([O:3][C:4]([CH3:7])([CH3:6])[CH3:5])=[O:2].CN(C(ON1N=NC2C=CC=NC1=2)=[N+](C)C)C.F[P-](F)(F)(F)(F)F.[C:42]1([C@H:52]([NH2:54])[CH3:53])[C:51]2[C:46](=[CH:47][CH:48]=[CH:49][CH:50]=2)[CH:45]=[CH:44][CH:43]=1.C(N(CC)C(C)C)(C)C. The catalyst is C(Cl)Cl. The product is [C:4]([O:3][C:1](=[O:2])[NH:8][C:9]1[CH:17]=[CH:16][CH:15]=[C:11]([C:12](=[O:14])[NH:54][C@@H:52]([C:42]2[C:51]3[C:46](=[CH:47][CH:48]=[CH:49][CH:50]=3)[CH:45]=[CH:44][CH:43]=2)[CH3:53])[CH:10]=1)([CH3:5])([CH3:6])[CH3:7]. The yield is 0.620.